Dataset: Forward reaction prediction with 1.9M reactions from USPTO patents (1976-2016). Task: Predict the product of the given reaction. (1) Given the reactants [CH3:1][O:2][C:3]1[CH:8]=[CH:7][C:6]([CH:9]2[S:15][CH:14]3[C:16](=[O:19])[N:17]([CH3:18])[CH:11]([C:12](=[O:21])[N:13]3[CH3:20])[S:10]2)=[CH:5][CH:4]=1.[Li+].C[Si]([N-][Si](C)(C)C)(C)C.Cl[CH2:33][O:34][CH2:35][C:36]1[CH:41]=[CH:40][CH:39]=[CH:38][CH:37]=1, predict the reaction product. The product is: [CH2:35]([O:34][CH2:33][C:11]12[N:17]([CH3:18])[C:16](=[O:19])[CH:14]([N:13]([CH3:20])[C:12]1=[O:21])[S:15][CH:9]([C:6]1[CH:7]=[CH:8][C:3]([O:2][CH3:1])=[CH:4][CH:5]=1)[S:10]2)[C:36]1[CH:41]=[CH:40][CH:39]=[CH:38][CH:37]=1. (2) Given the reactants [CH2:1]([O:3][C:4]1[C:8]([CH2:9][CH2:10][CH2:11][OH:12])=[CH:7][N:6]([C:13]2[CH:18]=[CH:17][C:16]([C:19]([F:22])([F:21])[F:20])=[CH:15][N:14]=2)[N:5]=1)[CH3:2].O[C:24]1[C:29]([O:30][CH3:31])=[CH:28][CH:27]=[CH:26][C:25]=1[CH2:32][C:33]([O:35]C)=[O:34].C(P(CCCC)CCCC)CCC.N(C(N1CCCCC1)=O)=NC(N1CCCCC1)=O, predict the reaction product. The product is: [CH2:1]([O:3][C:4]1[C:8]([CH2:9][CH2:10][CH2:11][O:12][C:24]2[C:29]([O:30][CH3:31])=[CH:28][CH:27]=[CH:26][C:25]=2[CH2:32][C:33]([OH:35])=[O:34])=[CH:7][N:6]([C:13]2[CH:18]=[CH:17][C:16]([C:19]([F:21])([F:20])[F:22])=[CH:15][N:14]=2)[N:5]=1)[CH3:2].